From a dataset of NCI-60 drug combinations with 297,098 pairs across 59 cell lines. Regression. Given two drug SMILES strings and cell line genomic features, predict the synergy score measuring deviation from expected non-interaction effect. (1) Drug 1: CC1OCC2C(O1)C(C(C(O2)OC3C4COC(=O)C4C(C5=CC6=C(C=C35)OCO6)C7=CC(=C(C(=C7)OC)O)OC)O)O. Drug 2: CN1C2=C(C=C(C=C2)N(CCCl)CCCl)N=C1CCCC(=O)O.Cl. Cell line: TK-10. Synergy scores: CSS=24.0, Synergy_ZIP=-1.88, Synergy_Bliss=-0.374, Synergy_Loewe=-25.9, Synergy_HSA=-0.916. (2) Drug 1: CC12CCC(CC1=CCC3C2CCC4(C3CC=C4C5=CN=CC=C5)C)O. Drug 2: COC1=CC(=CC(=C1O)OC)C2C3C(COC3=O)C(C4=CC5=C(C=C24)OCO5)OC6C(C(C7C(O6)COC(O7)C8=CC=CS8)O)O. Cell line: SN12C. Synergy scores: CSS=36.9, Synergy_ZIP=-0.449, Synergy_Bliss=-0.0838, Synergy_Loewe=-19.9, Synergy_HSA=0.611. (3) Drug 1: C(=O)(N)NO. Drug 2: C1CC(=O)NC(=O)C1N2C(=O)C3=CC=CC=C3C2=O. Cell line: T-47D. Synergy scores: CSS=-2.85, Synergy_ZIP=4.88, Synergy_Bliss=6.30, Synergy_Loewe=3.26, Synergy_HSA=0.793. (4) Drug 1: CC1=C2C(C(=O)C3(C(CC4C(C3C(C(C2(C)C)(CC1OC(=O)C(C(C5=CC=CC=C5)NC(=O)OC(C)(C)C)O)O)OC(=O)C6=CC=CC=C6)(CO4)OC(=O)C)OC)C)OC. Drug 2: C1CCC(C1)C(CC#N)N2C=C(C=N2)C3=C4C=CNC4=NC=N3. Cell line: NCI-H322M. Synergy scores: CSS=47.1, Synergy_ZIP=0.818, Synergy_Bliss=-0.302, Synergy_Loewe=-63.7, Synergy_HSA=-0.268. (5) Drug 1: C1=NC2=C(N=C(N=C2N1C3C(C(C(O3)CO)O)O)F)N. Synergy scores: CSS=28.2, Synergy_ZIP=-1.98, Synergy_Bliss=-1.75, Synergy_Loewe=-34.7, Synergy_HSA=-5.51. Drug 2: C1CN(P(=O)(OC1)NCCCl)CCCl. Cell line: NCI/ADR-RES. (6) Drug 1: CC(C)(C#N)C1=CC(=CC(=C1)CN2C=NC=N2)C(C)(C)C#N. Drug 2: COC1=C2C(=CC3=C1OC=C3)C=CC(=O)O2. Cell line: IGROV1. Synergy scores: CSS=-1.55, Synergy_ZIP=1.18, Synergy_Bliss=0.103, Synergy_Loewe=-1.64, Synergy_HSA=-2.07.